From a dataset of Forward reaction prediction with 1.9M reactions from USPTO patents (1976-2016). Predict the product of the given reaction. Given the reactants [CH3:1][N:2]1[C:7](=[O:8])[CH:6]=[CH:5][C:4]([C:9](=[O:28])[CH2:10][CH:11]([C:19]2[CH:27]=[CH:26]C(C(O)=O)=CC=2)[C:12]2[CH:17]=[CH:16][CH:15]=[CH:14][C:13]=2[CH3:18])=[CH:3]1.Cl.[CH3:30][O:31][C:32](=[O:36])[CH2:33][NH:34][CH3:35].CN([P+](ON1N=NC2C=CC=CC1=2)(N(C)C)N(C)C)C.F[P-](F)(F)(F)(F)F.[O:64]1[CH2:68][CH2:67][CH2:66][CH2:65]1, predict the reaction product. The product is: [CH3:30][O:31][C:32](=[O:36])[CH2:33][N:34]([CH3:35])[C:68](=[O:64])[C:67]1[CH:26]=[CH:27][C:19]([CH:11]([C:12]2[CH:17]=[CH:16][CH:15]=[CH:14][C:13]=2[CH3:18])[CH2:10][C:9]([C:4]2[CH:5]=[CH:6][C:7](=[O:8])[N:2]([CH3:1])[CH:3]=2)=[O:28])=[CH:65][CH:66]=1.